Dataset: Reaction yield outcomes from USPTO patents with 853,638 reactions. Task: Predict the reaction yield, written as a fraction of the theoretical maximum amount of product (1.0 means a 100% yield; for example, 0.34 means a 34% yield). The reactants are [Cl:1][C:2]1[CH:7]=[CH:6][C:5]([C:8]2[CH:13]=[CH:12][CH:11]=[C:10]([CH2:14][NH:15][CH2:16][C:17]3[CH:22]=[CH:21][C:20]([F:23])=[CH:19][CH:18]=3)[CH:9]=2)=[CH:4][CH:3]=1.C(N(CC)CC)C.[Cl:31][C:32]1[C:33]([OH:46])=[C:34]([S:42](Cl)(=[O:44])=[O:43])[CH:35]=[C:36]([C:38]([F:41])([F:40])[F:39])[CH:37]=1. The catalyst is C(Cl)Cl. The product is [Cl:31][C:32]1[C:33]([OH:46])=[C:34]([S:42]([N:15]([CH2:14][C:10]2[CH:9]=[C:8]([C:5]3[CH:6]=[CH:7][C:2]([Cl:1])=[CH:3][CH:4]=3)[CH:13]=[CH:12][CH:11]=2)[CH2:16][C:17]2[CH:18]=[CH:19][C:20]([F:23])=[CH:21][CH:22]=2)(=[O:44])=[O:43])[CH:35]=[C:36]([C:38]([F:40])([F:41])[F:39])[CH:37]=1. The yield is 0.560.